From a dataset of Full USPTO retrosynthesis dataset with 1.9M reactions from patents (1976-2016). Predict the reactants needed to synthesize the given product. (1) Given the product [NH2:47][C:48]1[S:49][CH:50]=[C:51](/[C:53](=[N:57]/[O:58][C:59](=[O:61])[CH3:60])/[C:54]([NH:1][C@@H:2]2[C:32](=[O:33])[N:4]3[C:5]([C:16]([O:18][CH:19]([C:20]4[CH:25]=[CH:24][CH:23]=[CH:22][CH:21]=4)[C:26]4[CH:31]=[CH:30][CH:29]=[CH:28][CH:27]=4)=[O:17])=[C:6]([S:9][CH2:10][C:11]4[CH:15]=[N:14][NH:13][CH:12]=4)[CH2:7][S:8][C@H:3]23)=[O:55])[N:52]=1, predict the reactants needed to synthesize it. The reactants are: [NH2:1][C@@H:2]1[C:32](=[O:33])[N:4]2[C:5]([C:16]([O:18][CH:19]([C:26]3[CH:31]=[CH:30][CH:29]=[CH:28][CH:27]=3)[C:20]3[CH:25]=[CH:24][CH:23]=[CH:22][CH:21]=3)=[O:17])=[C:6]([S:9][CH2:10][C:11]3[CH:12]=[N:13][NH:14][CH:15]=3)[CH2:7][S:8][C@H:3]12.C[Si](C)(C)NC(N[Si](C)(C)C)=O.Cl.[NH2:47][C:48]1[S:49][CH:50]=[C:51](/[C:53](=[N:57]/[O:58][C:59](=[O:61])[CH3:60])/[C:54](Cl)=[O:55])[N:52]=1.C(=O)(O)[O-].[Na+]. (2) Given the product [ClH:11].[ClH:11].[NH2:1][C:2]([C:5]1[CH:10]=[CH:9][CH:8]=[CH:7][CH:6]=1)([NH2:4])[CH3:3], predict the reactants needed to synthesize it. The reactants are: [NH2:1][C:2]([C:5]1[CH:10]=[CH:9][CH:8]=[CH:7][CH:6]=1)([NH2:4])[CH3:3].[ClH:11].C(OCC)C. (3) Given the product [C:29]([O:1][CH2:2][CH2:3][CH2:4][CH2:5][CH2:6][CH2:7][O:8][C:9](=[O:26])[C:10]1[CH:15]=[CH:14][C:13]([CH2:16][N:17]2[CH2:22][CH2:21][CH2:20][N:19]3[CH2:23][CH2:24][CH2:25][CH:18]23)=[CH:12][CH:11]=1)(=[O:28])[CH:30]=[CH2:31], predict the reactants needed to synthesize it. The reactants are: [OH:1][CH2:2][CH2:3][CH2:4][CH2:5][CH2:6][CH2:7][O:8][C:9](=[O:26])[C:10]1[CH:15]=[CH:14][C:13]([CH2:16][N:17]2[CH2:22][CH2:21][CH2:20][N:19]3[CH2:23][CH2:24][CH2:25][CH:18]23)=[CH:12][CH:11]=1.C[O:28][C:29](=O)[CH:30]=[CH2:31]. (4) The reactants are: [CH3:1][N:2]1[CH2:7][CH2:6][NH:5][CH2:4][CH2:3]1.Br[CH2:9][C:10]1[CH:15]=[CH:14][C:13]([NH:16][C:17](=[O:22])[C:18]([F:21])([F:20])[F:19])=[CH:12][C:11]=1[C:23]([F:26])([F:25])[F:24]. Given the product [F:19][C:18]([F:21])([F:20])[C:17]([NH:16][C:13]1[CH:14]=[CH:15][C:10]([CH2:9][N:5]2[CH2:6][CH2:7][N:2]([CH3:1])[CH2:3][CH2:4]2)=[C:11]([C:23]([F:26])([F:25])[F:24])[CH:12]=1)=[O:22], predict the reactants needed to synthesize it.